Dataset: Catalyst prediction with 721,799 reactions and 888 catalyst types from USPTO. Task: Predict which catalyst facilitates the given reaction. (1) Reactant: [CH3:1][N:2]1[C:6]2[CH:7]=[CH:8][S:9][C:5]=2[CH:4]=[N:3]1.C([Li])CCC.[CH2:15]([Sn:19]([CH2:25][CH2:26][CH2:27][CH3:28])([CH2:21][CH2:22][CH2:23][CH3:24])Cl)[CH2:16][CH2:17][CH3:18]. Product: [CH3:1][N:2]1[C:6]2[CH:7]=[C:8]([Sn:19]([CH2:21][CH2:22][CH2:23][CH3:24])([CH2:25][CH2:26][CH2:27][CH3:28])[CH2:15][CH2:16][CH2:17][CH3:18])[S:9][C:5]=2[CH:4]=[N:3]1. The catalyst class is: 1. (2) The catalyst class is: 2. Reactant: [O:1]1[CH2:6][CH2:5][CH:4]([CH:7]([OH:9])[CH3:8])[CH2:3][CH2:2]1.C(N(CC)CC)C.[CH3:17][S:18](Cl)(=[O:20])=[O:19]. Product: [CH3:17][S:18]([O:9][CH:7]([CH:4]1[CH2:5][CH2:6][O:1][CH2:2][CH2:3]1)[CH3:8])(=[O:20])=[O:19]. (3) Reactant: [Br:1][C:2]1[C:3]([C:22]2[CH2:23][CH2:24][NH:25][CH2:26][CH:27]=2)=[N:4][C:5]2[N:6]([N:9]=[CH:10][C:11]=2[C:12]2[CH:13]=[N:14][C:15]3[C:20]([CH:21]=2)=[CH:19][CH:18]=[CH:17][CH:16]=3)[C:7]=1[NH2:8].C(N(CC)C(C)C)(C)C.Br[CH2:38][C:39]([O:41]C(C)(C)C)=[O:40]. Product: [NH2:8][C:7]1[N:6]2[N:9]=[CH:10][C:11]([C:12]3[CH:13]=[N:14][C:15]4[C:20]([CH:21]=3)=[CH:19][CH:18]=[CH:17][CH:16]=4)=[C:5]2[N:4]=[C:3]([C:22]2[CH2:23][CH2:24][N:25]([CH2:38][C:39]([OH:41])=[O:40])[CH2:26][CH:27]=2)[C:2]=1[Br:1]. The catalyst class is: 3. (4) Reactant: [C:1]([O:5][C:6]([NH:8][CH2:9][CH2:10][C:11]1[CH:16]=[CH:15][C:14]([S:17]([C:20]2[CH:21]=[CH:22][C:23]([OH:30])=[C:24]([CH:29]=2)[C:25]([O:27][CH3:28])=[O:26])(=[O:19])=[O:18])=[CH:13][CH:12]=1)=[O:7])([CH3:4])([CH3:3])[CH3:2].C(=O)([O-])[O-].[K+].[K+].Br[CH2:38][C:39]([O:41][CH2:42][CH3:43])=[O:40].O. Product: [C:1]([O:5][C:6]([NH:8][CH2:9][CH2:10][C:11]1[CH:12]=[CH:13][C:14]([S:17]([C:20]2[CH:21]=[CH:22][C:23]([O:30][CH2:38][C:39]([O:41][CH2:42][CH3:43])=[O:40])=[C:24]([CH:29]=2)[C:25]([O:27][CH3:28])=[O:26])(=[O:19])=[O:18])=[CH:15][CH:16]=1)=[O:7])([CH3:3])([CH3:2])[CH3:4]. The catalyst class is: 9. (5) Reactant: [N:1]([CH2:4][C:5]1([O:34][CH3:35])[CH2:10][CH2:9][N:8]([C:11]2[C:12]3[O:33][CH:32]=[CH:31][C:13]=3[N:14]=[C:15]([NH:17][C:18]3[CH:30]=[CH:29][C:21]4[O:22][C:23]([CH3:28])([CH3:27])[C:24](=[O:26])[NH:25][C:20]=4[CH:19]=3)[N:16]=2)[CH2:7][CH2:6]1)=[N+]=[N-].N(CC1(OC)CCN(C(OC(C)(C)C)=O)CC1)=[N+]=[N-].ClC1N=C(Cl)C2OC=CC=2N=1.NC1C=CC2OC(C)(C)C(=O)NC=2C=1.C1(P(C2C=CC=CC=2)C2C=CC=CC=2)C=CC=CC=1. Product: [NH2:1][CH2:4][C:5]1([O:34][CH3:35])[CH2:6][CH2:7][N:8]([C:11]2[C:12]3[O:33][CH:32]=[CH:31][C:13]=3[N:14]=[C:15]([NH:17][C:18]3[CH:30]=[CH:29][C:21]4[O:22][C:23]([CH3:27])([CH3:28])[C:24](=[O:26])[NH:25][C:20]=4[CH:19]=3)[N:16]=2)[CH2:9][CH2:10]1. The catalyst class is: 20. (6) Product: [C:48]1([C:42]2[CH:47]=[CH:46][CH:45]=[CH:44][CH:43]=2)[CH:49]=[CH:50][C:51]([NH:52][C:17]([C:14]2[CH:15]=[C:16]3[C:11](=[CH:12][CH:13]=2)[NH:10][N:9]=[C:8]3[N:5]2[CH2:4][CH2:3][N:2]([CH3:1])[CH2:7][CH2:6]2)=[O:19])=[CH:53][CH:54]=1. The catalyst class is: 39. Reactant: [CH3:1][N:2]1[CH2:7][CH2:6][N:5]([C:8]2[C:16]3[C:11](=[CH:12][CH:13]=[C:14]([C:17]([O-:19])=O)[CH:15]=3)[NH:10][N:9]=2)[CH2:4][CH2:3]1.[Li+].C(Cl)CCl.C1C=CC2N(O)N=NC=2C=1.CCN(CC)CC.[C:42]1([C:48]2[CH:54]=[CH:53][C:51]([NH2:52])=[CH:50][CH:49]=2)[CH:47]=[CH:46][CH:45]=[CH:44][CH:43]=1. (7) Reactant: [P:1]([O-:21])([O-:20])([O:3][CH:4]([CH2:8][CH2:9][CH2:10][CH2:11][CH2:12][CH2:13][CH2:14][CH2:15][CH2:16][CH2:17][CH2:18][CH3:19])[CH2:5][CH2:6][CH3:7])=[O:2].[OH-].[Na+:23]. The catalyst class is: 8. Product: [P:1]([OH:21])([OH:20])([OH:3])=[O:2].[CH3:7][CH2:6][CH2:5][CH:4]([Na:23])[CH2:8][CH2:9][CH2:10][CH2:11][CH2:12][CH2:13][CH2:14][CH2:15][CH2:16][CH2:17][CH2:18][CH3:19].